This data is from Peptide-MHC class I binding affinity with 185,985 pairs from IEDB/IMGT. The task is: Regression. Given a peptide amino acid sequence and an MHC pseudo amino acid sequence, predict their binding affinity value. This is MHC class I binding data. (1) The peptide sequence is MMAWRMMRY. The MHC is HLA-A80:01 with pseudo-sequence HLA-A80:01. The binding affinity (normalized) is 1.00. (2) The peptide sequence is FLFMDRDAL. The MHC is HLA-A30:01 with pseudo-sequence HLA-A30:01. The binding affinity (normalized) is 0.400. (3) The peptide sequence is FLPGQYMNI. The MHC is HLA-B35:01 with pseudo-sequence HLA-B35:01. The binding affinity (normalized) is 0.0847. (4) The peptide sequence is VVMAYVGIK. The MHC is HLA-A68:01 with pseudo-sequence HLA-A68:01. The binding affinity (normalized) is 0.728. (5) The MHC is HLA-A02:06 with pseudo-sequence HLA-A02:06. The peptide sequence is AAEQRRSTI. The binding affinity (normalized) is 0. (6) The peptide sequence is LTFLHTLYK. The MHC is HLA-A26:02 with pseudo-sequence HLA-A26:02. The binding affinity (normalized) is 0.0847. (7) The peptide sequence is GIALAVPCV. The MHC is HLA-A02:19 with pseudo-sequence HLA-A02:19. The binding affinity (normalized) is 0.936.